This data is from Forward reaction prediction with 1.9M reactions from USPTO patents (1976-2016). The task is: Predict the product of the given reaction. (1) Given the reactants Cl.[CH2:2]([N:4]=[C:5]=NCCCN(C)C)C.Cl.CNC.N1(O)C2C=CC=CC=2N=N1.C(N(C(C)C)C(C)C)C.[CH:36]([C@H:39]([CH2:43]/[CH:44]=[CH:45]/[CH2:46][CH:47]([C:51](=[O:66])[C:52]1[CH:57]=[CH:56][C:55]([O:58][CH3:59])=[C:54]([O:60][CH2:61][CH2:62][CH2:63][O:64][CH3:65])[CH:53]=1)[CH:48]([CH3:50])[CH3:49])[C:40](O)=[O:41])([CH3:38])[CH3:37], predict the reaction product. The product is: [CH:36]([C@H:39]([CH2:43]/[CH:44]=[CH:45]/[CH2:46][CH:47]([C:51](=[O:66])[C:52]1[CH:57]=[CH:56][C:55]([O:58][CH3:59])=[C:54]([O:60][CH2:61][CH2:62][CH2:63][O:64][CH3:65])[CH:53]=1)[CH:48]([CH3:50])[CH3:49])[C:40]([N:4]([CH3:5])[CH3:2])=[O:41])([CH3:38])[CH3:37]. (2) Given the reactants [C:1]([O:5][C:6]([NH:8][CH:9]([C:11]1[C:12]([O:29][CH3:30])=[C:13]([CH:19]([CH2:25][N+:26]([O-])=O)[CH2:20][C:21]([O:23]C)=O)[C:14]([CH3:18])=[C:15]([Cl:17])[CH:16]=1)[CH3:10])=[O:7])([CH3:4])([CH3:3])[CH3:2].[BH4-].[Na+], predict the reaction product. The product is: [Cl:17][C:15]1[C:14]([CH3:18])=[C:13]([CH:19]2[CH2:20][C:21](=[O:23])[NH:26][CH2:25]2)[C:12]([O:29][CH3:30])=[C:11]([CH:9]([NH:8][C:6](=[O:7])[O:5][C:1]([CH3:3])([CH3:4])[CH3:2])[CH3:10])[CH:16]=1. (3) Given the reactants [C:1]([C:4]1[C:12]2[C:7](=[CH:8][CH:9]=[CH:10][CH:11]=2)[N:6]([CH2:13][C:14]([O:16]C(C)(C)C)=[O:15])[N:5]=1)(=[O:3])[NH2:2].C(O)(C(F)(F)F)=O, predict the reaction product. The product is: [C:1]([C:4]1[C:12]2[C:7](=[CH:8][CH:9]=[CH:10][CH:11]=2)[N:6]([CH2:13][C:14]([OH:16])=[O:15])[N:5]=1)(=[O:3])[NH2:2]. (4) Given the reactants Br[CH2:2]/[CH:3]=[CH:4]/[C:5]([OH:7])=[O:6].[N:8]1([CH2:14][CH2:15][NH:16][C:17](=[O:23])[O:18][C:19]([CH3:22])([CH3:21])[CH3:20])[CH2:13][CH2:12][NH:11][CH2:10][CH2:9]1.CCN(CC)CC, predict the reaction product. The product is: [C:19]([O:18][C:17]([NH:16][CH2:15][CH2:14][N:8]1[CH2:9][CH2:10][N:11]([CH2:2]/[CH:3]=[CH:4]/[C:5]([OH:7])=[O:6])[CH2:12][CH2:13]1)=[O:23])([CH3:22])([CH3:20])[CH3:21]. (5) Given the reactants [NH2:1][C:2]1[N:7]=[CH:6][C:5]([CH:8]([CH2:12][CH2:13][OH:14])[CH2:9][CH2:10]O)=[CH:4][CH:3]=1.C1(C)C=CC=CC=1.OS(O)(=O)=O, predict the reaction product. The product is: [O:14]1[CH2:10][CH2:9][CH:8]([C:5]2[CH:4]=[CH:3][C:2]([NH2:1])=[N:7][CH:6]=2)[CH2:12][CH2:13]1. (6) Given the reactants Cl[C:2]1[CH:3]=[C:4]([CH:14]=[CH:15][C:16]=1[N+:17]([O-:19])=[O:18])[C:5]([NH:7][C:8]1[CH:13]=[CH:12][CH:11]=[CH:10][CH:9]=1)=[O:6].[C:20]([O:24][C:25](=[O:34])[NH:26][CH2:27][CH:28]1[CH2:33][CH2:32][NH:31][CH2:30][CH2:29]1)([CH3:23])([CH3:22])[CH3:21].C(=O)([O-])[O-].[K+].[K+], predict the reaction product. The product is: [C:20]([O:24][C:25](=[O:34])[NH:26][CH2:27][CH:28]1[CH2:29][CH2:30][N:31]([C:2]2[CH:3]=[C:4]([C:5](=[O:6])[NH:7][C:8]3[CH:13]=[CH:12][CH:11]=[CH:10][CH:9]=3)[CH:14]=[CH:15][C:16]=2[N+:17]([O-:19])=[O:18])[CH2:32][CH2:33]1)([CH3:23])([CH3:21])[CH3:22].